Dataset: Full USPTO retrosynthesis dataset with 1.9M reactions from patents (1976-2016). Task: Predict the reactants needed to synthesize the given product. (1) Given the product [CH3:5][C:2]([N:14]1[CH2:15][CH2:16][N:11]([CH:9]2[CH2:10][O:7][CH2:8]2)[CH2:12][CH2:13]1)([CH3:6])[CH:3]=[O:4], predict the reactants needed to synthesize it. The reactants are: Br[C:2]([CH3:6])([CH3:5])[CH:3]=[O:4].[O:7]1[CH2:10][CH:9]([N:11]2[CH2:16][CH2:15][NH:14][CH2:13][CH2:12]2)[CH2:8]1.CCN(C(C)C)C(C)C. (2) Given the product [NH:19]1[CH2:16][CH2:17][N:14]=[C:13]1[CH:10]1[C:11]2[CH:12]=[CH:3][C:4]([CH3:15])=[CH:5][C:6]=2[S:26][CH2:8][CH2:9]1, predict the reactants needed to synthesize it. The reactants are: CO[C:3]1[CH:12]=[C:11]2[C:6](C[CH2:8][CH2:9][CH:10]2[C:13]#[N:14])=[CH:5][C:4]=1[CH3:15].[CH2:16]([NH2:19])[CH2:17]N.C1(C)C=CC([S:26](O)(=O)=O)=CC=1. (3) Given the product [C:11]1([C:17]#[C:18][C:2]2[CH:3]=[N:4][C:5]3[N:6]([N:8]=[CH:9][N:10]=3)[CH:7]=2)[CH:16]=[CH:15][CH:14]=[CH:13][CH:12]=1, predict the reactants needed to synthesize it. The reactants are: Br[C:2]1[CH:3]=[N:4][C:5]2[N:6]([N:8]=[CH:9][N:10]=2)[CH:7]=1.[C:11]1([C:17]#[CH:18])[CH:16]=[CH:15][CH:14]=[CH:13][CH:12]=1. (4) Given the product [NH2:8][C@@H:9]1[CH2:10][CH2:11][C@H:12]([NH:15][C:16]2[CH:21]=[C:20]([N:22]([CH3:23])[CH3:26])[N:19]=[C:18]([CH3:24])[N:17]=2)[CH2:13][CH2:14]1, predict the reactants needed to synthesize it. The reactants are: C([NH:8][C@@H:9]1[CH2:14][CH2:13][C@H:12]([N:15](C)[C:16]2[CH:21]=[C:20]([NH:22][CH3:23])[N:19]=[C:18]([CH3:24])[N:17]=2)[CH2:11][CH2:10]1)C1C=CC=CC=1.[CH3:26]O.